This data is from Full USPTO retrosynthesis dataset with 1.9M reactions from patents (1976-2016). The task is: Predict the reactants needed to synthesize the given product. (1) Given the product [NH2:44][C:45]1[C:46]2[N:53]([C:54]3[CH:55]=[CH:56][C:57]([NH:60][C:61]([C:63]4[N:64]([CH3:72])[C:65]5[C:70]([CH:71]=4)=[CH:69][CH:68]=[CH:67][CH:66]=5)=[O:62])=[CH:58][CH:59]=3)[N:52]=[C:51]([CH:75]3[CH2:80][CH2:79][NH:78][CH2:77][CH2:76]3)[C:47]=2[N:48]=[CH:49][N:50]=1, predict the reactants needed to synthesize it. The reactants are: NC1C2N(C3C=CC(N)=CC=3)N=C(C3CCN(C(OC(C)(C)C)=O)CC3)C=2N=CN=1.CN1C2C(=CC=CC=2)C=C1C(Cl)=O.[NH2:44][C:45]1[C:46]2[N:53]([C:54]3[CH:59]=[CH:58][C:57]([NH:60][C:61]([C:63]4[N:64]([CH3:72])[C:65]5[C:70]([CH:71]=4)=[CH:69][CH:68]=[CH:67][CH:66]=5)=[O:62])=[C:56](OC)[CH:55]=3)[N:52]=[C:51]([CH:75]3[CH2:80][CH2:79][NH:78][CH2:77][CH2:76]3)[C:47]=2[N:48]=[CH:49][N:50]=1.CO[C@@H]1[C@@H](C(OC)=O)[C@@H]2[C@@H](CN3[C@H](C2)C2NC4C=C(OC)C=CC=4C=2CC3)C[C@H]1OC(C1C=C(OC)C(OC)=C(OC)C=1)=O. (2) The reactants are: C1(C)C=CC(S([O-])(=O)=O)=CC=1.[NH+]1C=CC=CC=1.C(O)C.[CH3:21][N:22]1[CH:26]=[CH:25][C:24]([NH:27][C:28]2[C:37]3[C:32](=[CH:33][CH:34]=[C:35]([O:38][C:39]4[CH:44]=[CH:43][C:42]([O:45][CH2:46][CH2:47][CH2:48][O:49]C5CCCCO5)=[CH:41][N:40]=4)[CH:36]=3)[N:31]=[CH:30][N:29]=2)=[N:23]1. Given the product [CH3:21][N:22]1[CH:26]=[CH:25][C:24]([NH:27][C:28]2[C:37]3[C:32](=[CH:33][CH:34]=[C:35]([O:38][C:39]4[N:40]=[CH:41][C:42]([O:45][CH2:46][CH2:47][CH2:48][OH:49])=[CH:43][CH:44]=4)[CH:36]=3)[N:31]=[CH:30][N:29]=2)=[N:23]1, predict the reactants needed to synthesize it. (3) The reactants are: [Si:1]([O:18][CH2:19][C:20]1[C:21]([N:35]2[CH2:40][C@H:39]([CH3:41])[O:38][C@H:37]([CH3:42])[CH2:36]2)=[C:22]([F:34])[C:23]2[O:27][N:26]=[C:25]([C:28](OCC)=[O:29])[C:24]=2[CH:33]=1)([C:14]([CH3:17])([CH3:16])[CH3:15])([C:8]1[CH:13]=[CH:12][CH:11]=[CH:10][CH:9]=1)[C:2]1[CH:7]=[CH:6][CH:5]=[CH:4][CH:3]=1.[CH3:43][O:44][CH2:45][CH2:46][NH2:47]. Given the product [Si:1]([O:18][CH2:19][C:20]1[C:21]([N:35]2[CH2:36][C@H:37]([CH3:42])[O:38][C@H:39]([CH3:41])[CH2:40]2)=[C:22]([F:34])[C:23]2[O:27][N:26]=[C:25]([C:28]([NH:47][CH2:46][CH2:45][O:44][CH3:43])=[O:29])[C:24]=2[CH:33]=1)([C:14]([CH3:17])([CH3:16])[CH3:15])([C:8]1[CH:13]=[CH:12][CH:11]=[CH:10][CH:9]=1)[C:2]1[CH:7]=[CH:6][CH:5]=[CH:4][CH:3]=1, predict the reactants needed to synthesize it. (4) Given the product [CH2:37]([O:36][CH2:35][C@H:17]([NH:16][C:13](=[O:15])[CH2:12][N:2]1[CH:11]2[CH:6]([CH2:7][CH2:8][CH2:9][CH2:10]2)[CH2:5][CH2:4][CH2:3]1)[C:18]([NH:20][C:21]1[CH:26]=[CH:25][C:24]([O:27][C:28]2[CH:33]=[CH:32][C:31]([F:34])=[CH:30][CH:29]=2)=[CH:23][CH:22]=1)=[O:19])[C:38]1[CH:43]=[CH:42][CH:41]=[CH:40][CH:39]=1, predict the reactants needed to synthesize it. The reactants are: Cl.[N:2]1([CH2:12][C:13]([OH:15])=O)[CH:11]2[CH:6]([CH2:7][CH2:8][CH2:9][CH2:10]2)[CH2:5][CH2:4][CH2:3]1.[NH2:16][C@@H:17]([CH2:35][O:36][CH2:37][C:38]1[CH:43]=[CH:42][CH:41]=[CH:40][CH:39]=1)[C:18]([NH:20][C:21]1[CH:26]=[CH:25][C:24]([O:27][C:28]2[CH:33]=[CH:32][C:31]([F:34])=[CH:30][CH:29]=2)=[CH:23][CH:22]=1)=[O:19]. (5) Given the product [C:4]([NH2:13])(=[O:5])[C:3]1[CH:7]=[CH:8][CH:9]=[CH:10][CH:2]=1, predict the reactants needed to synthesize it. The reactants are: Br[C:2]1[CH:10]=[CH:9][CH:8]=[CH:7][C:3]=1[C:4](O)=[O:5].CC[N:13]=C=NCCCN(C)C.C1C=CC2N(O)N=NC=2C=1.CN1CCOCC1.NCC(N[C@H](B1O[C@@H]2C[C@@H]3C[C@H]([C@]2(C)O1)C3(C)C)CC(C)C)=O. (6) Given the product [F:32][C:33]1[CH:34]=[C:35]2[C:39](=[CH:40][C:41]=1[F:42])[N:38]([S:43]([C:46]1[CH:47]=[CH:48][CH:49]=[CH:50][CH:51]=1)(=[O:44])=[O:45])[CH:37]=[C:36]2[C:52]1[CH:53]=[N:54][N:55]([CH2:57][CH:58]2[CH2:63][CH2:62][NH:61][CH2:60][CH2:59]2)[CH:56]=1, predict the reactants needed to synthesize it. The reactants are: FC1C=C2C(C(C3C=NN(CC4CCNCC4)C=3)=CN2S(C2C=CC=CC=2)(=O)=O)=CC=1.[F:32][C:33]1[CH:34]=[C:35]2[C:39](=[CH:40][C:41]=1[F:42])[N:38]([S:43]([C:46]1[CH:51]=[CH:50][CH:49]=[CH:48][CH:47]=1)(=[O:45])=[O:44])[CH:37]=[C:36]2[C:52]1[CH:53]=[N:54][N:55]([CH2:57][CH:58]2[CH2:63][CH2:62][N:61](C(OC(C)(C)C)=O)[CH2:60][CH2:59]2)[CH:56]=1.